Dataset: Forward reaction prediction with 1.9M reactions from USPTO patents (1976-2016). Task: Predict the product of the given reaction. (1) Given the reactants [Cl:1][C:2]([F:7])([F:6])[C:3]([O-:5])=[O:4].[Na+].Cl[Si:10]([O:17][CH2:18][CH3:19])([O:14][CH2:15][CH3:16])[O:11][CH2:12][CH3:13], predict the reaction product. The product is: [Cl:1][C:2]([F:7])([F:6])[C:3]([O:5][Si:10]([O:17][CH2:18][CH3:19])([O:14][CH2:15][CH3:16])[O:11][CH2:12][CH3:13])=[O:4]. (2) Given the reactants [Cl:1][C:2]1[C:10]([C:11]([C:14]#[N:15])([CH3:13])[CH3:12])=[CH:9][CH:8]=[CH:7][C:3]=1[C:4]([OH:6])=O.CN(C)C=O.[NH2:21][C:22]1[CH:23]=[C:24]([CH:39]=[CH:40][C:41]=1[F:42])[O:25][C:26]1[N:31]=[C:30]2[S:32][C:33]([NH:35][C:36](=[O:38])[CH3:37])=[N:34][C:29]2=[CH:28][CH:27]=1.O, predict the reaction product. The product is: [C:36]([NH:35][C:33]1[S:32][C:30]2[C:29]([N:34]=1)=[CH:28][CH:27]=[C:26]([O:25][C:24]1[CH:39]=[CH:40][C:41]([F:42])=[C:22]([NH:21][C:4](=[O:6])[C:3]3[CH:7]=[CH:8][CH:9]=[C:10]([C:11]([C:14]#[N:15])([CH3:13])[CH3:12])[C:2]=3[Cl:1])[CH:23]=1)[N:31]=2)(=[O:38])[CH3:37]. (3) Given the reactants C(O[C:6]([NH:8][C@H:9]1[CH2:13][C@@:12]([CH2:17][CH2:18][O:19][Si](C(C)(C)C)(C)C)([C:14]([OH:16])=O)[CH:11]=[CH:10]1)=O)(C)(C)C.[F:27][C:28]([F:40])([F:39])[C:29]1[CH:38]=[C:37]2[C:32]([CH2:33][CH2:34][NH:35][CH2:36]2)=[CH:31][CH:30]=1.[O:41]1[CH2:46][CH2:45]C(=O)[CH2:43][CH2:42]1, predict the reaction product. The product is: [O:41]1[CH2:46][CH2:45][CH:6]([NH:8][C@@H:9]2[CH2:10][C@H:11]3[O:19][CH2:18][CH2:17][C@@:12]3([C:14]([N:35]3[CH2:34][CH2:33][C:32]4[C:37](=[CH:38][C:29]([C:28]([F:27])([F:39])[F:40])=[CH:30][CH:31]=4)[CH2:36]3)=[O:16])[CH2:13]2)[CH2:43][CH2:42]1. (4) Given the reactants FC(F)(F)C(O)=O.C(OC([N:15]([CH2:35][CH3:36])[C:16]1[CH:21]=[CH:20][CH:19]=[CH:18][C:17]=1[C:22]1[CH:31]=[CH:30][C:25]([C:26]([O:28][CH3:29])=[O:27])=[C:24]([N+:32]([O-:34])=[O:33])[CH:23]=1)=O)(C)(C)C, predict the reaction product. The product is: [CH2:35]([NH:15][C:16]1[CH:21]=[CH:20][CH:19]=[CH:18][C:17]=1[C:22]1[CH:31]=[CH:30][C:25]([C:26]([O:28][CH3:29])=[O:27])=[C:24]([N+:32]([O-:34])=[O:33])[CH:23]=1)[CH3:36].